This data is from Reaction yield outcomes from USPTO patents with 853,638 reactions. The task is: Predict the reaction yield, written as a fraction of the theoretical maximum amount of product (1.0 means a 100% yield; for example, 0.34 means a 34% yield). (1) The reactants are CO[C:3](=[O:24])[C:4]1[CH:9]=[CH:8][C:7]([O:10][CH2:11][C:12]2[C:13]([C:18]3[CH:23]=[CH:22][CH:21]=[CH:20][CH:19]=3)=[N:14][O:15][C:16]=2[CH3:17])=[N:6][CH:5]=1.[NH:25]1[CH2:29][CH2:28][CH:27]([OH:30])[CH2:26]1. No catalyst specified. The product is [OH:30][CH:27]1[CH2:28][CH2:29][N:25]([C:3]([C:4]2[CH:5]=[N:6][C:7]([O:10][CH2:11][C:12]3[C:13]([C:18]4[CH:19]=[CH:20][CH:21]=[CH:22][CH:23]=4)=[N:14][O:15][C:16]=3[CH3:17])=[CH:8][CH:9]=2)=[O:24])[CH2:26]1. The yield is 0.870. (2) The catalyst is O1CCCC1.Cl. The reactants are [Cl:1][C:2]1[CH:7]=[CH:6][C:5]([C:8]2[N:12]([C:13]3[CH:18]=[CH:17][C:16]([O:19][CH3:20])=[CH:15][CH:14]=3)[N:11]=[C:10]([C:21]3([OH:31])[CH2:30][CH2:29][C:24]4(OCC[O:25]4)[CH2:23][CH2:22]3)[CH:9]=2)=[CH:4][CH:3]=1.[OH-].[Na+]. The product is [Cl:1][C:2]1[CH:7]=[CH:6][C:5]([C:8]2[N:12]([C:13]3[CH:14]=[CH:15][C:16]([O:19][CH3:20])=[CH:17][CH:18]=3)[N:11]=[C:10]([C:21]3([OH:31])[CH2:22][CH2:23][C:24](=[O:25])[CH2:29][CH2:30]3)[CH:9]=2)=[CH:4][CH:3]=1. The yield is 0.910. (3) The reactants are [ClH:1].[CH:2]1([CH:5]([OH:16])[C@H:6]([NH:8]C(=O)OC(C)(C)C)[CH3:7])[CH2:4][CH2:3]1. The catalyst is C(Cl)Cl. The product is [ClH:1].[NH2:8][C@H:6]([CH3:7])[CH:5]([CH:2]1[CH2:4][CH2:3]1)[OH:16]. The yield is 1.00. (4) The reactants are [NH2:1][C:2]1[CH:7]=[CH:6][C:5]([C:8]2[C:16]3[C:15]([NH2:17])=[N:14][CH:13]=[N:12][C:11]=3[S:10][C:9]=2[CH3:18])=[CH:4][CH:3]=1.N1C=CC=CC=1.[C:25]1([S:31](Cl)(=[O:33])=[O:32])[CH:30]=[CH:29][CH:28]=[CH:27][CH:26]=1. The catalyst is ClCCl.O. The product is [NH2:17][C:15]1[C:16]2[C:8]([C:5]3[CH:4]=[CH:3][C:2]([NH:1][S:31]([C:25]4[CH:30]=[CH:29][CH:28]=[CH:27][CH:26]=4)(=[O:33])=[O:32])=[CH:7][CH:6]=3)=[C:9]([CH3:18])[S:10][C:11]=2[N:12]=[CH:13][N:14]=1. The yield is 0.590. (5) The yield is 0.270. The reactants are [CH3:1][O:2][C:3]1[CH:8]=[CH:7][C:6]([C:9]2[S:13][C:12]([C:14]3[CH:23]=[C:22]4[C:17]([CH2:18][CH2:19][CH2:20][NH:21]4)=[CH:16][CH:15]=3)=[N:11][C:10]=2[C:24]([OH:26])=[O:25])=[CH:5][CH:4]=1.[S:27]1[C:31]2[CH:32]=[CH:33][CH:34]=[CH:35][C:30]=2[N:29]=[C:28]1[NH:36][C:37](N1C=CN=C1)=[O:38].CN(C=O)C.CCOC(C)=O. The catalyst is O. The product is [S:27]1[C:31]2[CH:32]=[CH:33][CH:34]=[CH:35][C:30]=2[N:29]=[C:28]1[NH:36][C:37]([N:21]1[C:22]2[C:17](=[CH:16][CH:15]=[C:14]([C:12]3[S:13][C:9]([C:6]4[CH:7]=[CH:8][C:3]([O:2][CH3:1])=[CH:4][CH:5]=4)=[C:10]([C:24]([OH:26])=[O:25])[N:11]=3)[CH:23]=2)[CH2:18][CH2:19][CH2:20]1)=[O:38]. (6) The reactants are Br[C:2]1[CH:3]=[C:4]2[C:9](=[CH:10][CH:11]=1)[CH:8]=[N:7][CH:6]=[C:5]2[OH:12].C(N(C(C)C)CC)(C)C.C1(P(C2C=CC=CC=2)CCCP(C2C=CC=CC=2)C2C=CC=CC=2)C=CC=CC=1.[C:51]([O:54][CH2:55][CH3:56])(=[O:53])C.[CH3:57][Si:58](C)([CH3:62])[CH2:59]CO. The catalyst is CN(C)C=O.[Pd](Cl)Cl.CO. The product is [OH:12][C:5]1[C:4]2[C:9](=[CH:10][CH:11]=[C:2]([C:51]([O:54][CH2:55][CH2:56][Si:58]([CH3:62])([CH3:59])[CH3:57])=[O:53])[CH:3]=2)[CH:8]=[N:7][CH:6]=1. The yield is 0.854. (7) The reactants are [Cl:1][C:2]1[CH:7]=[CH:6][C:5]([C:8]2[N:9]=[N:10][S:11][CH:12]=2)=[C:4]([C:13]2[CH:18]=[C:17]([O:19]C)[N:16]=[CH:15][N:14]=2)[CH:3]=1.Br. The catalyst is CC(O)=O. The product is [Cl:1][C:2]1[CH:7]=[CH:6][C:5]([C:8]2[N:9]=[N:10][S:11][CH:12]=2)=[C:4]([C:13]2[N:14]=[CH:15][N:16]=[C:17]([OH:19])[CH:18]=2)[CH:3]=1. The yield is 0.940. (8) The reactants are [C:1]([O:5][C:6]([N:8]1[CH2:12][CH2:11][CH2:10][C@@H:9]1[CH2:13]OS(C1C=CC(C)=CC=1)(=O)=O)=[O:7])([CH3:4])([CH3:3])[CH3:2].[C-:25]#[N:26].[Na+].C(OCC)(=O)C. The catalyst is CS(C)=O. The product is [C:1]([O:5][C:6]([N:8]1[CH2:12][CH2:11][CH2:10][C@@H:9]1[CH2:13][C:25]#[N:26])=[O:7])([CH3:2])([CH3:3])[CH3:4]. The yield is 0.840. (9) The reactants are [C:1](=[O:4])([O-])[O-:2].[Cs+].[Cs+].[Cl:7][C:8]1[CH:9]=[CH:10][C:11]2O[C:14](=O)[NH:13][C:12]=2[CH:17]=1.CI. The catalyst is CN(C=O)C. The product is [Cl:7][C:8]1[CH:9]=[CH:10][C:11]2[O:2][C:1](=[O:4])[N:13]([CH3:14])[C:12]=2[CH:17]=1. The yield is 0.920. (10) The reactants are I[C:2]1[CH:3]=[C:4]2[C:8](=[CH:9][CH:10]=1)[N:7]([CH:11]1[CH2:16][CH2:15][CH2:14][CH2:13][O:12]1)[N:6]=[C:5]2[CH:17]=[O:18].B1(B2OC(C)(C)C(C)(C)O2)OC(C)(C)C(C)(C)O1.CC([O-])=O.[K+].[O-]P([O-])([O-])=O.[K+].[K+].[K+].Br[C:51]1[CH:52]=[N:53][CH:54]=[C:55]([CH:63]=1)[C:56]([NH:58][CH2:59][CH:60]1[CH2:62][CH2:61]1)=[O:57]. The product is [CH:60]1([CH2:59][NH:58][C:56](=[O:57])[C:55]2[CH:63]=[C:51]([C:2]3[CH:3]=[C:4]4[C:8](=[CH:9][CH:10]=3)[N:7]([CH:11]3[CH2:16][CH2:15][CH2:14][CH2:13][O:12]3)[N:6]=[C:5]4[CH:17]=[O:18])[CH:52]=[N:53][CH:54]=2)[CH2:62][CH2:61]1. The catalyst is C1C=CC(P(C2C=CC=CC=2)[C-]2C=CC=C2)=CC=1.C1C=CC(P(C2C=CC=CC=2)[C-]2C=CC=C2)=CC=1.Cl[Pd]Cl.[Fe+2].C1C=CC([P]([Pd]([P](C2C=CC=CC=2)(C2C=CC=CC=2)C2C=CC=CC=2)([P](C2C=CC=CC=2)(C2C=CC=CC=2)C2C=CC=CC=2)[P](C2C=CC=CC=2)(C2C=CC=CC=2)C2C=CC=CC=2)(C2C=CC=CC=2)C2C=CC=CC=2)=CC=1.O.CN(C=O)C. The yield is 0.900.